From a dataset of Reaction yield outcomes from USPTO patents with 853,638 reactions. Predict the reaction yield, written as a fraction of the theoretical maximum amount of product (1.0 means a 100% yield; for example, 0.34 means a 34% yield). The reactants are [CH3:1][O:2][C:3]1[CH:4]=[C:5]([C:11]2[C:19]3[C:14](=[N:15][CH:16]=[CH:17][CH:18]=3)[NH:13][CH:12]=2)[CH:6]=[CH:7][C:8]=1[O:9][CH3:10].[Cl:20][C:21]1[CH:26]=[CH:25][C:24]([N:27]=[C:28]=[O:29])=[CH:23][CH:22]=1. The catalyst is C1C=CC=CC=1.O1CCCC1.CN(C)C1C=CN=CC=1. The product is [Cl:20][C:21]1[CH:26]=[CH:25][C:24]([NH:27][C:28]([N:13]2[C:14]3=[N:15][CH:16]=[CH:17][CH:18]=[C:19]3[C:11]([C:5]3[CH:6]=[CH:7][C:8]([O:9][CH3:10])=[C:3]([O:2][CH3:1])[CH:4]=3)=[CH:12]2)=[O:29])=[CH:23][CH:22]=1. The yield is 0.400.